From a dataset of NCI-60 drug combinations with 297,098 pairs across 59 cell lines. Regression. Given two drug SMILES strings and cell line genomic features, predict the synergy score measuring deviation from expected non-interaction effect. (1) Drug 1: CC1OCC2C(O1)C(C(C(O2)OC3C4COC(=O)C4C(C5=CC6=C(C=C35)OCO6)C7=CC(=C(C(=C7)OC)O)OC)O)O. Drug 2: CCCCCOC(=O)NC1=NC(=O)N(C=C1F)C2C(C(C(O2)C)O)O. Cell line: MCF7. Synergy scores: CSS=35.1, Synergy_ZIP=4.43, Synergy_Bliss=2.69, Synergy_Loewe=-13.7, Synergy_HSA=2.69. (2) Drug 1: C1=CN(C(=O)N=C1N)C2C(C(C(O2)CO)O)(F)F. Drug 2: COCCOC1=C(C=C2C(=C1)C(=NC=N2)NC3=CC=CC(=C3)C#C)OCCOC. Cell line: NCIH23. Synergy scores: CSS=85.3, Synergy_ZIP=-0.575, Synergy_Bliss=-0.919, Synergy_Loewe=0.860, Synergy_HSA=1.12. (3) Drug 1: C1=CN(C(=O)N=C1N)C2C(C(C(O2)CO)O)O.Cl. Drug 2: CC1=C(C(CCC1)(C)C)C=CC(=CC=CC(=CC(=O)O)C)C. Cell line: SNB-75. Synergy scores: CSS=6.87, Synergy_ZIP=2.29, Synergy_Bliss=-1.05, Synergy_Loewe=-11.4, Synergy_HSA=-0.651. (4) Drug 2: C1CC(=O)NC(=O)C1N2CC3=C(C2=O)C=CC=C3N. Cell line: HT29. Synergy scores: CSS=13.8, Synergy_ZIP=0.228, Synergy_Bliss=1.91, Synergy_Loewe=-2.01, Synergy_HSA=1.50. Drug 1: CC(C1=C(C=CC(=C1Cl)F)Cl)OC2=C(N=CC(=C2)C3=CN(N=C3)C4CCNCC4)N. (5) Drug 1: CC12CCC(CC1=CCC3C2CCC4(C3CC=C4C5=CN=CC=C5)C)O. Drug 2: C1CCC(CC1)NC(=O)N(CCCl)N=O. Cell line: CAKI-1. Synergy scores: CSS=32.4, Synergy_ZIP=1.53, Synergy_Bliss=2.18, Synergy_Loewe=2.46, Synergy_HSA=4.90.